From a dataset of Reaction yield outcomes from USPTO patents with 853,638 reactions. Predict the reaction yield, written as a fraction of the theoretical maximum amount of product (1.0 means a 100% yield; for example, 0.34 means a 34% yield). (1) The catalyst is C1(C)C=CC=CC=1. The reactants are [Cl:1][C:2]1[CH:9]=[CH:8][C:5]([CH2:6][NH2:7])=[CH:4][CH:3]=1.[C:10](Cl)(Cl)=[O:11]. The yield is 1.00. The product is [Cl:1][C:2]1[CH:9]=[CH:8][C:5]([CH2:6][N:7]=[C:10]=[O:11])=[CH:4][CH:3]=1. (2) The reactants are [NH2:1][CH2:2][CH:3]1[CH2:8][CH2:7][N:6]([C:9]2[N:14]=[C:13](/[CH:15]=[C:16]3/[C:17](=[O:22])[NH:18][C:19](=[O:21])[NH:20]/3)[CH:12]=[CH:11][N:10]=2)[CH2:5][CH2:4]1.[S:23]1[CH:27]=[CH:26][C:25]([C:28]2[N:33]=[C:32]([CH:34]=O)[CH:31]=[CH:30][CH:29]=2)=[CH:24]1.C(N(C(C)C)CC)(C)C.[Na]. The catalyst is C(Cl)Cl.CS(C)=O. The product is [S:23]1[CH:27]=[CH:26][C:25]([C:28]2[N:33]=[C:32]([CH2:34][NH:1][CH2:2][CH:3]3[CH2:4][CH2:5][N:6]([C:9]4[N:14]=[C:13](/[CH:15]=[C:16]5/[C:17](=[O:22])[NH:18][C:19](=[O:21])[NH:20]/5)[CH:12]=[CH:11][N:10]=4)[CH2:7][CH2:8]3)[CH:31]=[CH:30][CH:29]=2)=[CH:24]1. The yield is 0.360. (3) The catalyst is C1COCC1. The yield is 0.430. The product is [Br:1][C:2]1[CH:7]=[CH:6][C:5]([O:8][C@H:16]2[CH2:17][CH2:18][C@H:13]([C:9]([CH3:12])([CH3:11])[CH3:10])[CH2:14][CH2:15]2)=[CH:4][CH:3]=1. The reactants are [Br:1][C:2]1[CH:7]=[CH:6][C:5]([OH:8])=[CH:4][CH:3]=1.[C:9]([C@@H:13]1[CH2:18][CH2:17][C@H:16](O)[CH2:15][CH2:14]1)([CH3:12])([CH3:11])[CH3:10].C1C=CC(P(C2C=CC=CC=2)C2C=CC=CC=2)=CC=1.C(N(CC)CC)C.CC(OC(/N=N/C(OC(C)C)=O)=O)C. (4) The reactants are [CH3:1][C:2]1[C:6]([CH2:7][N:8]2[CH:12]=[C:11]([NH:13][CH2:14][C:15]3[CH:22]=[CH:21][CH:20]=[CH:19][C:16]=3[C:17]#N)[CH:10]=[N:9]2)=[C:5]([CH3:23])[O:4][N:3]=1.Cl.C[OH:26]. No catalyst specified. The product is [CH3:1][C:2]1[C:6]([CH2:7][N:8]2[CH:12]=[C:11]([N:13]3[CH2:14][C:15]4[C:16](=[CH:19][CH:20]=[CH:21][CH:22]=4)[C:17]3=[O:26])[CH:10]=[N:9]2)=[C:5]([CH3:23])[O:4][N:3]=1. The yield is 0.500. (5) The reactants are [Si:1]([O:8][C:9]1[CH:10]=[CH:11][C:12]([N:16]2[C:20](=[O:21])[C:19]3=[CH:22][CH:23]=[CH:24][CH:25]=[C:18]3[C:17]2=[O:26])=[C:13]([CH:15]=1)[NH2:14])([C:4]([CH3:7])([CH3:6])[CH3:5])([CH3:3])[CH3:2].[C:27](Cl)(Cl)=[O:28].[N:31]1[CH:36]=[CH:35][C:34]([N:37]2[CH2:42][CH2:41][CH:40]([CH2:43][OH:44])[CH2:39][CH2:38]2)=[CH:33][CH:32]=1. The catalyst is C1(C)C=CC=CC=1.C(Cl)Cl.CCCCCC. The product is [Si:1]([O:8][C:9]1[CH:10]=[CH:11][C:12]([N:16]2[C:17](=[O:26])[C:18]3=[CH:25][CH:24]=[CH:23][CH:22]=[C:19]3[C:20]2=[O:21])=[C:13]([CH:15]=1)[NH:14][C:27]([O:44][CH2:43][CH:40]1[CH2:39][CH2:38][N:37]([C:34]2[CH:35]=[CH:36][N:31]=[CH:32][CH:33]=2)[CH2:42][CH2:41]1)=[O:28])([C:4]([CH3:7])([CH3:6])[CH3:5])([CH3:3])[CH3:2]. The yield is 0.900. (6) The reactants are [C:1]1(=[O:9])[CH2:8][CH2:7][CH2:6][CH2:5][CH2:4][CH2:3][CH2:2]1.C(N(CC)CC)C.Cl[Si:18]([CH3:21])([CH3:20])[CH3:19]. The catalyst is CN(C=O)C. The product is [C:1]1([O:9][Si:18]([CH3:21])([CH3:20])[CH3:19])[CH2:8][CH2:7][CH2:6][CH2:5][CH2:4][CH2:3][CH:2]=1. The yield is 0.930. (7) The reactants are F[P-](F)(F)(F)(F)F.N1(OC(N(C)C)=[N+](C)C)C2N=CC=CC=2N=N1.[C:25]([O:29][C:30]([NH:32][C:33]1([C:48](O)=[O:49])[CH2:38][CH2:37][N:36]([C:39]2[C:40]3[CH:47]=[CH:46][NH:45][C:41]=3[N:42]=[CH:43][N:44]=2)[CH2:35][CH2:34]1)=[O:31])([CH3:28])([CH3:27])[CH3:26].C(N(CC)C(C)C)(C)C.[NH2:60][CH:61]([C:68]1[CH:73]=[CH:72][C:71]([Cl:74])=[CH:70][CH:69]=1)[CH2:62][CH2:63][S:64]([NH2:67])(=[O:66])=[O:65]. The catalyst is CN1C(=O)CCC1.CO. The product is [Cl:74][C:71]1[CH:70]=[CH:69][C:68]([CH:61]([NH:60][C:48]([C:33]2([NH:32][C:30](=[O:31])[O:29][C:25]([CH3:28])([CH3:26])[CH3:27])[CH2:34][CH2:35][N:36]([C:39]3[C:40]4[CH:47]=[CH:46][NH:45][C:41]=4[N:42]=[CH:43][N:44]=3)[CH2:37][CH2:38]2)=[O:49])[CH2:62][CH2:63][S:64](=[O:65])(=[O:66])[NH2:67])=[CH:73][CH:72]=1. The yield is 0.349.